From a dataset of Reaction yield outcomes from USPTO patents with 853,638 reactions. Predict the reaction yield, written as a fraction of the theoretical maximum amount of product (1.0 means a 100% yield; for example, 0.34 means a 34% yield). (1) The catalyst is CO.C(O)(=O)C. The yield is 0.960. The reactants are Cl.Cl.[CH2:3]([N:10]1[C:19]2[C:18]3[CH:20]=[CH:21][CH:22]=[CH:23][C:17]=3[N:16]([C:24]([C:26]3[CH:31]=[CH:30][C:29]([O:32][CH2:33][CH2:34][CH2:35][N:36]4[CH2:41][CH2:40][NH:39][CH2:38][CH2:37]4)=[C:28]([CH3:42])[CH:27]=3)=[O:25])[CH2:15][CH2:14][C:13]=2[N:12]=[C:11]1[CH3:43])[C:4]1[CH:9]=[CH:8][CH:7]=[CH:6][CH:5]=1.C(N(CC)CC)C.[CH3:51][C:52]([CH3:57])([CH3:56])[CH2:53][CH:54]=O.C([BH3-])#N.[Na+]. The product is [CH2:3]([N:10]1[C:19]2[C:18]3[CH:20]=[CH:21][CH:22]=[CH:23][C:17]=3[N:16]([C:24]([C:26]3[CH:31]=[CH:30][C:29]([O:32][CH2:33][CH2:34][CH2:35][N:36]4[CH2:41][CH2:40][N:39]([CH2:54][CH2:53][C:52]([CH3:57])([CH3:56])[CH3:51])[CH2:38][CH2:37]4)=[C:28]([CH3:42])[CH:27]=3)=[O:25])[CH2:15][CH2:14][C:13]=2[N:12]=[C:11]1[CH3:43])[C:4]1[CH:5]=[CH:6][CH:7]=[CH:8][CH:9]=1. (2) The reactants are [Cl-].O[NH3+:3].[C:4](=[O:7])([O-])[OH:5].[Na+].CS(C)=O.[CH2:13]([C:17]1[N:18]=[C:19]([CH3:45])[N:20]([C:39]2[CH:44]=[CH:43][CH:42]=[CH:41][CH:40]=2)[C:21](=[O:38])[C:22]=1[CH2:23][C:24]1[CH:29]=[CH:28][C:27]([C:30]2[C:31]([C:36]#[N:37])=[CH:32][CH:33]=[CH:34][CH:35]=2)=[CH:26][CH:25]=1)[CH2:14][CH2:15][CH3:16]. The catalyst is O.C(OCC)(=O)C. The product is [CH2:13]([C:17]1[N:18]=[C:19]([CH3:45])[N:20]([C:39]2[CH:44]=[CH:43][CH:42]=[CH:41][CH:40]=2)[C:21](=[O:38])[C:22]=1[CH2:23][C:24]1[CH:29]=[CH:28][C:27]([C:30]2[CH:35]=[CH:34][CH:33]=[CH:32][C:31]=2[C:36]2[NH:3][C:4](=[O:7])[O:5][N:37]=2)=[CH:26][CH:25]=1)[CH2:14][CH2:15][CH3:16]. The yield is 0.410. (3) The reactants are [CH2:1]([C:4]1[C:12]2[C:11]([C:13]([O:15][CH3:16])=[O:14])=[CH:10][CH:9]=[CH:8][C:7]=2[N:6]([S:17]([C:20]2[CH:25]=[CH:24][CH:23]=[CH:22][CH:21]=2)(=[O:19])=[O:18])[CH:5]=1)[CH:2]=C.C[N+]1([O-])CC[O:30]CC1.O1CCCC1.O.I([O-])(=O)(=O)=O.[Na+]. The catalyst is O=[Os](=O)(=O)=O.O. The product is [O:30]=[CH:2][CH2:1][C:4]1[C:12]2[C:11]([C:13]([O:15][CH3:16])=[O:14])=[CH:10][CH:9]=[CH:8][C:7]=2[N:6]([S:17]([C:20]2[CH:25]=[CH:24][CH:23]=[CH:22][CH:21]=2)(=[O:19])=[O:18])[CH:5]=1. The yield is 0.450. (4) The reactants are C[O:2][C:3](=[O:30])[CH2:4][N:5]1[CH:9]=[C:8]([C:10]2[N:11]=[C:12]3[N:18]([CH2:19][C:20]4[CH:21]=[C:22]5[C:27](=[CH:28][CH:29]=4)[N:26]=[CH:25][CH:24]=[CH:23]5)[N:17]=[N:16][C:13]3=[N:14][CH:15]=2)[CH:7]=[N:6]1.[Li+].[OH-].Cl. The catalyst is CO.O. The product is [N:26]1[C:27]2[C:22](=[CH:21][C:20]([CH2:19][N:18]3[C:12]4[C:13](=[N:14][CH:15]=[C:10]([C:8]5[CH:7]=[N:6][N:5]([CH2:4][C:3]([OH:30])=[O:2])[CH:9]=5)[N:11]=4)[N:16]=[N:17]3)=[CH:29][CH:28]=2)[CH:23]=[CH:24][CH:25]=1. The yield is 0.560. (5) The reactants are [OH:1][C@H:2]1[CH2:7][CH2:6][C@H:5]([N:8]2[C:13](=[O:14])[C:12]([CH2:15][C:16]3[CH:21]=[CH:20][C:19]([C:22]4[C:23]([C:28]#[N:29])=[CH:24][CH:25]=[CH:26][CH:27]=4)=[CH:18][CH:17]=3)=[C:11]([CH2:30][CH2:31][CH3:32])[N:10]3[N:33]=[CH:34][CH:35]=[C:9]23)[CH2:4][CH2:3]1.[C:36]([O:39][C:40]([CH3:45])([CH3:44])[C:41](Cl)=[O:42])(=[O:38])[CH3:37].C(OCC)(=O)C.O. The catalyst is N1C=CC=CC=1. The product is [C:36]([O:39][C:40]([CH3:45])([CH3:44])[C:41]([O:1][C@H:2]1[CH2:3][CH2:4][C@H:5]([N:8]2[C:13](=[O:14])[C:12]([CH2:15][C:16]3[CH:21]=[CH:20][C:19]([C:22]4[CH:27]=[CH:26][CH:25]=[CH:24][C:23]=4[C:28]#[N:29])=[CH:18][CH:17]=3)=[C:11]([CH2:30][CH2:31][CH3:32])[N:10]3[N:33]=[CH:34][CH:35]=[C:9]23)[CH2:6][CH2:7]1)=[O:42])(=[O:38])[CH3:37]. The yield is 0.790. (6) The reactants are Br[C:2]1[N:3]([CH2:9][O:10][CH2:11][CH2:12][Si:13]([CH3:16])([CH3:15])[CH3:14])[C:4](Br)=[C:5]([Br:7])[N:6]=1.C1(B(O)O)C=CC=CC=1.[C:26]1(C)[CH:31]=[CH:30][CH:29]=[CH:28][CH:27]=1.[CH3:33][O:34][C:35]1[CH:40]=[CH:39][C:38](B(O)O)=[CH:37][CH:36]=1. The catalyst is C(=O)([O-])[O-].[Na+].[Na+]. The product is [Br:7][C:5]1[N:6]=[C:2]([C:26]2[CH:27]=[CH:28][CH:29]=[CH:30][CH:31]=2)[N:3]([CH2:9][O:10][CH2:11][CH2:12][Si:13]([CH3:16])([CH3:15])[CH3:14])[C:4]=1[C:38]1[CH:39]=[CH:40][C:35]([O:34][CH3:33])=[CH:36][CH:37]=1. The yield is 0.390.